This data is from Catalyst prediction with 721,799 reactions and 888 catalyst types from USPTO. The task is: Predict which catalyst facilitates the given reaction. (1) Reactant: [CH2:1]([O:3][C:4]1[N:5]=[C:6]2[C:11](=[CH:12][CH:13]=1)[NH:10][CH:9]=[C:8]([C:14]([OH:16])=O)[C:7]2=[O:17])[CH3:2].[CH2:18]([NH2:25])[C:19]1[CH:24]=[CH:23][CH:22]=[CH:21][CH:20]=1. Product: [CH2:18]([NH:25][C:14]([C:8]1[C:7](=[O:17])[C:6]2[C:11](=[CH:12][CH:13]=[C:4]([O:3][CH2:1][CH3:2])[N:5]=2)[NH:10][CH:9]=1)=[O:16])[C:19]1[CH:24]=[CH:23][CH:22]=[CH:21][CH:20]=1. The catalyst class is: 18. (2) Reactant: [SH3+].[Br-].[CH2:3]([S+]1CCCC1)[C:4]1[CH:9]=[CH:8][CH:7]=[CH:6][CH:5]=1.[Br:15][C:16]1[CH:21]=[CH:20][C:19](/[CH:22]=[CH:23]/[C:24]([O:26][CH3:27])=[O:25])=[CH:18][CH:17]=1.[Li+].C[Si]([N-][Si](C)(C)C)(C)C. Product: [Br:15][C:16]1[CH:17]=[CH:18][C:19]([C@@H:22]2[C@@H:3]([C:4]3[CH:5]=[CH:6][CH:7]=[CH:8][CH:9]=3)[C@H:23]2[C:24]([O:26][CH3:27])=[O:25])=[CH:20][CH:21]=1. The catalyst class is: 2. (3) Reactant: C([Si](C(C)C)(C(C)C)[N:5]1[C:13]2[C:8](=[CH:9][CH:10]=[C:11]([N:14]3[CH2:19][CH2:18][N:17]([C:20]([O:22][C:23]([CH3:26])([CH3:25])[CH3:24])=[O:21])[CH2:16][CH2:15]3)[CH:12]=2)[CH:7]=[CH:6]1)(C)C.CCCC[N+](CCCC)(CCCC)CCCC.[F-]. Product: [NH:5]1[C:13]2[C:8](=[CH:9][CH:10]=[C:11]([N:14]3[CH2:15][CH2:16][N:17]([C:20]([O:22][C:23]([CH3:26])([CH3:25])[CH3:24])=[O:21])[CH2:18][CH2:19]3)[CH:12]=2)[CH:7]=[CH:6]1. The catalyst class is: 1.